The task is: Predict the product of the given reaction.. This data is from Forward reaction prediction with 1.9M reactions from USPTO patents (1976-2016). (1) Given the reactants [C:1]([C:5]1[CH:6]=[C:7]([N+:18]([O-:20])=[O:19])[C:8]([O:16][CH3:17])=[C:9]([NH:11][S:12]([CH3:15])(=[O:14])=[O:13])[CH:10]=1)([CH3:4])([CH3:3])[CH3:2].[C:21](=O)([O-])[O-].[K+].[K+].IC.O, predict the reaction product. The product is: [C:1]([C:5]1[CH:6]=[C:7]([N+:18]([O-:20])=[O:19])[C:8]([O:16][CH3:17])=[C:9]([N:11]([CH3:21])[S:12]([CH3:15])(=[O:14])=[O:13])[CH:10]=1)([CH3:4])([CH3:2])[CH3:3]. (2) Given the reactants C(OC([N:8]1[CH2:13][C:12]([CH3:15])([CH3:14])[CH2:11][CH2:10][CH:9]1[C:16](=[O:18])[NH2:17])=O)(C)(C)C, predict the reaction product. The product is: [CH3:14][C:12]1([CH3:15])[CH2:13][NH:8][CH:9]([C:16]([NH2:17])=[O:18])[CH2:10][CH2:11]1. (3) Given the reactants [CH2:1]([O:8][C:9]1[CH:14]=[CH:13][C:12]([C:15]2[N:16]([CH2:21][CH2:22][CH2:23][OH:24])[C:17]([CH3:20])=[CH:18][CH:19]=2)=[CH:11][CH:10]=1)[C:2]1[CH:7]=[CH:6][CH:5]=[CH:4][CH:3]=1.[CH2:25]([C:32]1[CH:37]=[CH:36][C:35](O)=[CH:34][CH:33]=1)[C:26]1[CH:31]=[CH:30][CH:29]=[CH:28][CH:27]=1.C1(P(C2C=CC=CC=2)C2C=CC=CC=2)C=CC=CC=1.N(C(N1CCCCC1)=O)=NC(N1CCCCC1)=O, predict the reaction product. The product is: [CH2:1]([O:8][C:9]1[CH:14]=[CH:13][C:12]([C:15]2[N:16]([CH2:21][CH2:22][CH2:23][O:24][C:35]3[CH:36]=[CH:37][C:32]([CH2:25][C:26]4[CH:31]=[CH:30][CH:29]=[CH:28][CH:27]=4)=[CH:33][CH:34]=3)[C:17]([CH3:20])=[CH:18][CH:19]=2)=[CH:11][CH:10]=1)[C:2]1[CH:3]=[CH:4][CH:5]=[CH:6][CH:7]=1. (4) Given the reactants [Si]([O:8][CH2:9][CH2:10][C@H:11]1[C:16]2[CH:17]=[CH:18][C:19]([C:21]3[CH:22]=[N:23][CH:24]=[CH:25][CH:26]=3)=[CH:20][C:15]=2[CH2:14][CH2:13][O:12]1)(C(C)(C)C)(C)C, predict the reaction product. The product is: [N:23]1[CH:24]=[CH:25][CH:26]=[C:21]([C:19]2[CH:18]=[CH:17][C:16]3[C@H:11]([CH2:10][CH2:9][OH:8])[O:12][CH2:13][CH2:14][C:15]=3[CH:20]=2)[CH:22]=1.